From a dataset of Full USPTO retrosynthesis dataset with 1.9M reactions from patents (1976-2016). Predict the reactants needed to synthesize the given product. (1) Given the product [CH2:25]([C:19]1[CH:20]=[CH:21][CH:22]=[C:23]([CH3:24])[C:18]=1[CH2:17][NH:16][C:7]1[CH:6]=[C:5]([O:2][CH3:1])[N:10]=[C:9]([NH:11][CH3:12])[C:8]=1[N+:13]([O-:15])=[O:14])[CH3:26], predict the reactants needed to synthesize it. The reactants are: [CH3:1][O-:2].[Na+].Cl[C:5]1[N:10]=[C:9]([NH:11][CH3:12])[C:8]([N+:13]([O-:15])=[O:14])=[C:7]([NH:16][CH2:17][C:18]2[C:23]([CH3:24])=[CH:22][CH:21]=[CH:20][C:19]=2[CH2:25][CH3:26])[CH:6]=1.O.Cl. (2) Given the product [Cl:24][C:11]1[N:12]=[C:13]([C:14]2[CH:19]=[CH:18][C:17]([Cl:20])=[CH:16][CH:15]=2)[C:8]([C:5]2[CH:6]=[CH:7][C:2]([Cl:1])=[CH:3][CH:4]=2)=[N:9][CH:10]=1, predict the reactants needed to synthesize it. The reactants are: [Cl:1][C:2]1[CH:7]=[CH:6][C:5]([C:8]2[C:13]([C:14]3[CH:19]=[CH:18][C:17]([Cl:20])=[CH:16][CH:15]=3)=[N:12][CH:11]=[CH:10][N+:9]=2[O-])=[CH:4][CH:3]=1.O=P(Cl)(Cl)[Cl:24]. (3) Given the product [C:24]([O:23][C@@H:18]([C:9]1[C:8]([CH3:28])=[CH:7][C:5]2[N:6]=[C:2]([C:37]3[CH:38]=[C:39]([N:43]4[CH2:44][CH2:45][N:46]([C:49]([O:51][C:52]([CH3:55])([CH3:54])[CH3:53])=[O:50])[CH2:47][CH2:48]4)[CH:40]=[CH:41][CH:42]=3)[S:3][C:4]=2[C:10]=1[C:11]1[CH:16]=[CH:15][C:14]([Cl:17])=[CH:13][CH:12]=1)[C:19]([O:21][CH3:22])=[O:20])([CH3:27])([CH3:26])[CH3:25], predict the reactants needed to synthesize it. The reactants are: Br[C:2]1[S:3][C:4]2[C:10]([C:11]3[CH:16]=[CH:15][C:14]([Cl:17])=[CH:13][CH:12]=3)=[C:9]([C@H:18]([O:23][C:24]([CH3:27])([CH3:26])[CH3:25])[C:19]([O:21][CH3:22])=[O:20])[C:8]([CH3:28])=[CH:7][C:5]=2[N:6]=1.CC1(C)C(C)(C)OB([C:37]2[CH:38]=[C:39]([N:43]3[CH2:48][CH2:47][N:46]([C:49]([O:51][C:52]([CH3:55])([CH3:54])[CH3:53])=[O:50])[CH2:45][CH2:44]3)[CH:40]=[CH:41][CH:42]=2)O1.C(=O)([O-])[O-].[K+].[K+]. (4) Given the product [CH:17]1([NH:20][CH2:2][C:3]2[CH:12]=[CH:11][C:6]([C:7]([O:9][CH3:10])=[O:8])=[CH:5][C:4]=2[C:13]([F:16])([F:15])[F:14])[CH2:19][CH2:18]1, predict the reactants needed to synthesize it. The reactants are: Br[CH2:2][C:3]1[CH:12]=[CH:11][C:6]([C:7]([O:9][CH3:10])=[O:8])=[CH:5][C:4]=1[C:13]([F:16])([F:15])[F:14].[CH:17]1([NH2:20])[CH2:19][CH2:18]1.C([O-])([O-])=O.[K+].[K+]. (5) Given the product [NH:1]1[C:9]2[C:4](=[C:5]([C:10]3[N:11]=[C:12]([N:22]4[CH2:23][CH2:24][O:25][CH2:26][CH2:27]4)[C:13]4[S:18][C:17]([C:19]([NH:28][C:29]5[CH:34]=[CH:33][CH:32]=[CH:31][CH:30]=5)=[O:21])=[CH:16][C:14]=4[N:15]=3)[CH:6]=[CH:7][CH:8]=2)[CH:3]=[N:2]1, predict the reactants needed to synthesize it. The reactants are: [NH:1]1[C:9]2[C:4](=[C:5]([C:10]3[N:11]=[C:12]([N:22]4[CH2:27][CH2:26][O:25][CH2:24][CH2:23]4)[C:13]4[S:18][C:17]([C:19]([OH:21])=O)=[CH:16][C:14]=4[N:15]=3)[CH:6]=[CH:7][CH:8]=2)[CH:3]=[N:2]1.[NH2:28][C:29]1[CH:34]=[CH:33][CH:32]=[CH:31][CH:30]=1. (6) Given the product [O:41]1[CH2:46][CH2:45][N:44]([CH2:47][CH2:48][NH:49][C:1](=[O:40])[O:2][C@@H:3]2[CH2:19][C@@H:18]3[C@@:6]([CH3:29])([C@@H:7]4[C@@H:15]([CH2:16][CH2:17]3)[C@:14]3([OH:20])[C@@:10]([CH3:28])([C@@H:11]([C:21]5[CH:22]=[CH:23][C:24](=[O:27])[O:25][CH:26]=5)[CH2:12][CH2:13]3)[CH2:9][CH2:8]4)[CH2:5][CH2:4]2)[CH2:43][CH2:42]1, predict the reactants needed to synthesize it. The reactants are: [C:1](=[O:40])(OC1C=CC([N+]([O-])=O)=CC=1)[O:2][C@@H:3]1[CH2:19][C@@H:18]2[C@@:6]([CH3:29])([C@@H:7]3[C@@H:15]([CH2:16][CH2:17]2)[C@:14]2([OH:20])[C@@:10]([CH3:28])([C@@H:11]([C:21]4[CH:22]=[CH:23][C:24](=[O:27])[O:25][CH:26]=4)[CH2:12][CH2:13]2)[CH2:9][CH2:8]3)[CH2:5][CH2:4]1.[O:41]1[CH2:46][CH2:45][N:44]([CH2:47][CH2:48][NH2:49])[CH2:43][CH2:42]1. (7) Given the product [CH3:1][O:2][CH2:3][N:4]1[C:9]2[CH:10]=[C:11]([C:14]([CH3:20])=[O:15])[CH:12]=[CH:13][C:8]=2[S:7][C:6]2[N:16]=[CH:17][CH:18]=[N:19][C:5]1=2, predict the reactants needed to synthesize it. The reactants are: [CH3:1][O:2][CH2:3][N:4]1[C:9]2[CH:10]=[C:11]([CH:14]=[O:15])[CH:12]=[CH:13][C:8]=2[S:7][C:6]2[N:16]=[CH:17][CH:18]=[N:19][C:5]1=2.[CH3:20][Li]. (8) Given the product [Cl:13][C:10]1[CH:11]=[CH:12][C:7]([C:5]2[CH:4]=[CH:3][N:18]=[C:16]([SH:17])[N:15]=2)=[CH:8][CH:9]=1, predict the reactants needed to synthesize it. The reactants are: CN(C)/[CH:3]=[CH:4]/[C:5]([C:7]1[CH:12]=[CH:11][C:10]([Cl:13])=[CH:9][CH:8]=1)=O.[NH2:15][C:16]([NH2:18])=[S:17].C(=O)([O-])[O-].[K+].[K+]. (9) Given the product [NH2:21][C:20]1[N:14]([C:4]2[C:3]([Cl:2])=[CH:8][C:7]([C:9]([F:11])([F:12])[F:10])=[CH:6][C:5]=2[Cl:13])[N:15]=[C:16]([C:17]#[N:18])[CH:19]=1, predict the reactants needed to synthesize it. The reactants are: N.[Cl:2][C:3]1[CH:8]=[C:7]([C:9]([F:12])([F:11])[F:10])[CH:6]=[C:5]([Cl:13])[C:4]=1[NH:14][N:15]=[C:16]([CH2:19][C:20]#[N:21])[C:17]#[N:18].